This data is from Forward reaction prediction with 1.9M reactions from USPTO patents (1976-2016). The task is: Predict the product of the given reaction. (1) Given the reactants Cl.Cl.Cl.[O:4]1[C:8]2[CH:9]=[CH:10][CH:11]=[C:12]([N:13]3[CH2:18][CH2:17][N:16]([CH2:19][CH2:20][C@H:21]4[CH2:26][CH2:25][C@H:24]([NH2:27])[CH2:23][CH2:22]4)[CH2:15][CH2:14]3)[C:7]=2[O:6][CH2:5]1.[O:28]1[CH2:32][CH2:31][CH2:30][CH:29]1[C:33](O)=[O:34], predict the reaction product. The product is: [O:4]1[C:8]2[CH:9]=[CH:10][CH:11]=[C:12]([N:13]3[CH2:18][CH2:17][N:16]([CH2:19][CH2:20][C@H:21]4[CH2:26][CH2:25][C@H:24]([NH:27][C:33]([CH:29]5[CH2:30][CH2:31][CH2:32][O:28]5)=[O:34])[CH2:23][CH2:22]4)[CH2:15][CH2:14]3)[C:7]=2[O:6][CH2:5]1. (2) Given the reactants [C:1]([C:5]1[CH:6]=[C:7]([CH2:17][OH:18])[N:8]([C:10]2[CH:15]=[CH:14][C:13]([CH3:16])=[CH:12][CH:11]=2)[N:9]=1)([CH3:4])([CH3:3])[CH3:2].C(Cl)Cl.CC(OI1(OC(C)=O)(OC(C)=O)OC(=O)C2C=CC=CC1=2)=O, predict the reaction product. The product is: [C:1]([C:5]1[CH:6]=[C:7]([CH:17]=[O:18])[N:8]([C:10]2[CH:11]=[CH:12][C:13]([CH3:16])=[CH:14][CH:15]=2)[N:9]=1)([CH3:4])([CH3:2])[CH3:3]. (3) Given the reactants [NH2:1][C@H:2]([C:12]1[C:17]([C:18]2[CH:19]=[CH:20][C:21]([Cl:33])=[C:22]3[C:26]=2[N:25]([CH3:27])[N:24]=[C:23]3[NH:28][S:29]([CH3:32])(=[O:31])=[O:30])=[CH:16][CH:15]=[C:14]([Cl:34])[N:13]=1)[CH2:3][C:4]1[CH:9]=[C:8]([F:10])[CH:7]=[C:6]([F:11])[CH:5]=1.CCN(CC)CC.[F:42][C:43]1([F:60])[C:47]2[N:48]([CH2:55][C:56](O)=[O:57])[N:49]=[C:50]([C:51]([F:54])([F:53])[F:52])[C:46]=2[C@H:45]2[CH2:59][C@@H:44]12.CN(C(ON1N=NC2C=CC=NC1=2)=[N+](C)C)C.F[P-](F)(F)(F)(F)F, predict the reaction product. The product is: [Cl:34][C:14]1[N:13]=[C:12]([C@@H:2]([NH:1][C:56](=[O:57])[CH2:55][N:48]2[C:47]3[C:43]([F:42])([F:60])[C@@H:44]4[CH2:59][C@@H:45]4[C:46]=3[C:50]([C:51]([F:53])([F:52])[F:54])=[N:49]2)[CH2:3][C:4]2[CH:9]=[C:8]([F:10])[CH:7]=[C:6]([F:11])[CH:5]=2)[C:17]([C:18]2[CH:19]=[CH:20][C:21]([Cl:33])=[C:22]3[C:26]=2[N:25]([CH3:27])[N:24]=[C:23]3[NH:28][S:29]([CH3:32])(=[O:30])=[O:31])=[CH:16][CH:15]=1. (4) Given the reactants [C:1]([O:5][C:6](=[O:41])[NH:7][C@H:8]1[CH2:13][CH2:12][C@H:11]([O:14][C:15]2[CH:20]=[CH:19][CH:18]=[C:17]([C:21](=[O:37])[NH:22][CH2:23][C:24]3[C:25]([O:35][CH3:36])=[N:26][C:27]([CH3:34])=[CH:28][C:29]=3[CH2:30][CH2:31][CH:32]=[CH2:33])[C:16]=2[CH2:38]C=C)[CH2:10][CH2:9]1)([CH3:4])([CH3:3])[CH3:2], predict the reaction product. The product is: [C:1]([O:5][C:6](=[O:41])[NH:7][C@H:8]1[CH2:13][CH2:12][C@H:11]([O:14][C:15]2[C:16]3[CH2:38][CH:33]=[CH:32][CH2:31][CH2:30][C:29]4[CH:28]=[C:27]([CH3:34])[N:26]=[C:25]([O:35][CH3:36])[C:24]=4[CH2:23][NH:22][C:21](=[O:37])[C:17]=3[CH:18]=[CH:19][CH:20]=2)[CH2:10][CH2:9]1)([CH3:4])([CH3:3])[CH3:2]. (5) Given the reactants [Br:1][C:2]1[CH:3]=[C:4]([C:8]2[C:9]([C:14]3[CH:19]=[CH:18][N:17]=[CH:16][CH:15]=3)=[C:10]([SH:13])[NH:11][N:12]=2)[CH:5]=[CH:6][CH:7]=1.Br[CH2:21][CH2:22][CH2:23]Br.C([O-])([O-])=O.[K+].[K+].CN(C=O)C, predict the reaction product. The product is: [Br:1][C:2]1[CH:3]=[C:4]([C:8]2[C:9]([C:14]3[CH:19]=[CH:18][N:17]=[CH:16][CH:15]=3)=[C:10]3[S:13][CH2:21][CH2:22][CH2:23][N:11]3[N:12]=2)[CH:5]=[CH:6][CH:7]=1. (6) Given the reactants [CH2:1]([O:3][C:4](=[O:32])[C:5]1[CH:10]=[CH:9][C:8](/[CH:11]=[CH:12]/[C:13]2[C:22]([CH3:23])=[CH:21][C:20]3[C:19]([CH3:25])([CH3:24])[CH:18]([O:26][C:27](=[O:29])[CH3:28])[CH2:17][C:16]([CH3:31])([CH3:30])[C:15]=3[CH:14]=2)=[CH:7][CH:6]=1)[CH3:2].[Br:33]N1C(=O)CCC1=O, predict the reaction product. The product is: [CH2:1]([O:3][C:4](=[O:32])[C:5]1[CH:6]=[CH:7][C:8](/[CH:11]=[CH:12]/[C:13]2[C:22]([CH2:23][Br:33])=[CH:21][C:20]3[C:19]([CH3:25])([CH3:24])[CH:18]([O:26][C:27](=[O:29])[CH3:28])[CH2:17][C:16]([CH3:31])([CH3:30])[C:15]=3[CH:14]=2)=[CH:9][CH:10]=1)[CH3:2]. (7) Given the reactants [CH:1]1([CH2:4][N:5]2[C:9]3=[N:10][CH:11]=[CH:12][CH:13]=[C:8]3[CH:7]=[C:6]2[C:14]2[N:18]([CH3:19])[C:17]3[C:20](OC)=[CH:21][C:22]([C:24]([OH:26])=[O:25])=[CH:23][C:16]=3[N:15]=2)[CH2:3][CH2:2]1.C1(CN2C3=NC=CC=C3C=C2C2N(C)C3C=CC(C(OC)=O)=CC=3N=2)CC1, predict the reaction product. The product is: [CH:1]1([CH2:4][N:5]2[C:9]3=[N:10][CH:11]=[CH:12][CH:13]=[C:8]3[CH:7]=[C:6]2[C:14]2[N:18]([CH3:19])[C:17]3[CH:20]=[CH:21][C:22]([C:24]([OH:26])=[O:25])=[CH:23][C:16]=3[N:15]=2)[CH2:3][CH2:2]1. (8) The product is: [C:33]([O:37][C:38]([N:40]([C:45]1[CH:46]=[CH:47][C:51]([C:66]([NH:2][CH2:3][C:4]([O:6][C@H:7]([C:18]2[CH:23]=[CH:22][C:21]([O:24][CH:25]([F:27])[F:26])=[C:20]([O:28][CH2:29][CH:30]3[CH2:32][CH2:31]3)[CH:19]=2)[CH2:8][C:9]2[C:14]([Cl:15])=[CH:13][N+:12]([O-:16])=[CH:11][C:10]=2[Cl:17])=[O:5])=[O:67])=[CH:52][C:53]=1[O:54][CH2:55][CH:56]1[CH2:57][CH2:58]1)[S:41]([CH3:44])(=[O:42])=[O:43])=[O:39])([CH3:36])([CH3:34])[CH3:35]. Given the reactants Cl.[NH2:2][CH2:3][C:4]([O:6][C@H:7]([C:18]1[CH:23]=[CH:22][C:21]([O:24][CH:25]([F:27])[F:26])=[C:20]([O:28][CH2:29][CH:30]2[CH2:32][CH2:31]2)[CH:19]=1)[CH2:8][C:9]1[C:14]([Cl:15])=[CH:13][N+:12]([O-:16])=[CH:11][C:10]=1[Cl:17])=[O:5].[C:33]([O:37][C:38]([N:40]([C:45]1[CH:46]=[C:47]([CH:51]=[CH:52][C:53]=1[O:54][CH2:55][CH:56]1[CH2:58][CH2:57]1)C(O)=O)[S:41]([CH3:44])(=[O:43])=[O:42])=[O:39])([CH3:36])([CH3:35])[CH3:34].C(Cl)CCl.CN([CH:66]=[O:67])C, predict the reaction product.